This data is from Forward reaction prediction with 1.9M reactions from USPTO patents (1976-2016). The task is: Predict the product of the given reaction. (1) Given the reactants [NH2:1][C:2]([CH2:9][OH:10])([CH:6]([CH3:8])[CH3:7])[C:3](O)=[O:4].[BH4-].[Na+].II.CO, predict the reaction product. The product is: [NH2:1][C:2]([CH:6]([CH3:8])[CH3:7])([CH2:9][OH:10])[CH2:3][OH:4]. (2) Given the reactants [Li][NH2:2].[C:3]([C:7]1[CH:12]=[CH:11][C:10](Br)=[CH:9][CH:8]=1)([CH3:6])([CH3:5])[CH3:4].Cl.C([O-])(O)=O.[Na+], predict the reaction product. The product is: [C:3]([C:7]1[CH:12]=[CH:11][C:10]([NH2:2])=[CH:9][CH:8]=1)([CH3:6])([CH3:5])[CH3:4]. (3) Given the reactants [CH3:1][O:2][C:3]1[CH:8]=[CH:7][C:6]([NH2:9])=[CH:5][CH:4]=1.C1(S([N:19]2[C:23]3=[N:24][CH:25]=[CH:26][CH:27]=[C:22]3[C:21]([C:28]3[CH:33]=[CH:32][N:31]=[C:30](Cl)[N:29]=3)=[CH:20]2)(=O)=O)C=CC=CC=1, predict the reaction product. The product is: [CH3:1][O:2][C:3]1[CH:8]=[CH:7][C:6]([NH:9][C:30]2[N:29]=[C:28]([C:21]3[C:22]4[C:23](=[N:24][CH:25]=[CH:26][CH:27]=4)[NH:19][CH:20]=3)[CH:33]=[CH:32][N:31]=2)=[CH:5][CH:4]=1.